From a dataset of Full USPTO retrosynthesis dataset with 1.9M reactions from patents (1976-2016). Predict the reactants needed to synthesize the given product. (1) Given the product [Cl:1][C:2]1[C:6]([Cl:7])=[C:5]([CH3:8])[NH:4][C:3]=1[C:9]([NH:11][CH:12]1[CH2:17][CH2:16][N:15]([C:18]2[CH:19]=[C:20]([CH:24]=[C:25]([O:27][CH2:28][CH2:29][N:30]([CH3:32])[CH3:31])[N:26]=2)[C:21]([NH:36][O:35][CH3:34])=[O:22])[CH2:14][CH2:13]1)=[O:10], predict the reactants needed to synthesize it. The reactants are: [Cl:1][C:2]1[C:6]([Cl:7])=[C:5]([CH3:8])[NH:4][C:3]=1[C:9]([NH:11][CH:12]1[CH2:17][CH2:16][N:15]([C:18]2[CH:19]=[C:20]([CH:24]=[C:25]([O:27][CH2:28][CH2:29][N:30]([CH3:32])[CH3:31])[N:26]=2)[C:21](O)=[O:22])[CH2:14][CH2:13]1)=[O:10].Cl.[CH3:34][O:35][NH2:36]. (2) Given the product [Cl:20][C:17]1[CH:18]=[CH:19][C:9]([OH:8])=[C:10]([O:11][CH2:12][CH:13]2[CH2:15][O:14]2)[CH:16]=1, predict the reactants needed to synthesize it. The reactants are: C([O:8][C:9]1[CH:19]=[CH:18][C:17]([Cl:20])=[CH:16][C:10]=1[O:11][CH2:12][CH:13]1[CH2:15][O:14]1)C1C=CC=CC=1. (3) Given the product [C:20]1([C:13]([C:14]2[CH:15]=[CH:16][CH:17]=[CH:18][CH:19]=2)=[N:26][C:2]2[CH:11]=[C:10]3[C:5]([CH:6]=[CH:7][CH:8]=[N:9]3)=[C:4]([F:12])[CH:3]=2)[CH:21]=[CH:22][CH:23]=[CH:24][CH:25]=1, predict the reactants needed to synthesize it. The reactants are: Br[C:2]1[CH:11]=[C:10]2[C:5]([CH:6]=[CH:7][CH:8]=[N:9]2)=[C:4]([F:12])[CH:3]=1.[C:13](=[NH:26])([C:20]1[CH:25]=[CH:24][CH:23]=[CH:22][CH:21]=1)[C:14]1[CH:19]=[CH:18][CH:17]=[CH:16][CH:15]=1.C1(P(C2C=CC=CC=2)C2C=CC3C(=CC=CC=3)C=2C2C3C(=CC=CC=3)C=CC=2P(C2C=CC=CC=2)C2C=CC=CC=2)C=CC=CC=1.CC([O-])(C)C.[Na+]. (4) Given the product [OH:2][C:3]1[CH:4]=[C:5]2[C:9](=[CH:10][CH:11]=1)[N:8]([C:12]([C:14]1[CH:15]=[C:16]([CH:21]=[CH:22][CH:23]=1)[C:17]([O:19][CH3:20])=[O:18])=[O:13])[CH:7]=[CH:6]2, predict the reactants needed to synthesize it. The reactants are: C[O:2][C:3]1[CH:4]=[C:5]2[C:9](=[CH:10][CH:11]=1)[N:8]([C:12]([C:14]1[CH:15]=[C:16]([CH:21]=[CH:22][CH:23]=1)[C:17]([O:19][CH3:20])=[O:18])=[O:13])[CH:7]=[CH:6]2.B(Br)(Br)Br. (5) Given the product [CH2:1]([N:7]1[C:14]([C:15]2[S:16][C:17]([C:38]#[N:39])=[CH:18][CH:19]=2)=[C:13]2[C:9](=[C:10]([C:28]3[S:29][C:30]([C:36]#[N:37])=[CH:31][CH:32]=3)[N:11]([CH2:22][CH2:23][CH2:24][CH2:25][CH2:26][CH3:27])[C:12]2=[O:21])[C:8]1=[O:34])[CH2:2][CH2:3][CH2:4][CH2:5][CH3:6], predict the reactants needed to synthesize it. The reactants are: [CH2:1]([N:7]1[C:14]([C:15]2[S:16][C:17](Br)=[CH:18][CH:19]=2)=[C:13]2[C:9](=[C:10]([C:28]3[S:29][C:30](Br)=[CH:31][CH:32]=3)[N:11]([CH2:22][CH2:23][CH2:24][CH2:25][CH2:26][CH3:27])[C:12]2=[O:21])[C:8]1=[O:34])[CH2:2][CH2:3][CH2:4][CH2:5][CH3:6].[Cu][C:36]#[N:37].[CH3:38][N:39](C=O)C.